Dataset: Reaction yield outcomes from USPTO patents with 853,638 reactions. Task: Predict the reaction yield, written as a fraction of the theoretical maximum amount of product (1.0 means a 100% yield; for example, 0.34 means a 34% yield). (1) The reactants are [Cl:1][C:2]1[CH:3]=[C:4]([CH:7]=[CH:8][CH:9]=1)[CH:5]=[O:6].S([O-])([O-])(=O)=O.[Mg+2].CC(N=P(N1CCCC1)(N1CCCC1)N1CCCC1)(C)C.[N+:37]([CH3:40])([O-:39])=[O:38]. No catalyst specified. The product is [Cl:1][C:2]1[CH:3]=[C:4]([CH:5]([OH:6])[CH2:40][N+:37]([O-:39])=[O:38])[CH:7]=[CH:8][CH:9]=1. The yield is 1.00. (2) The reactants are [Li+].CC([N-]C(C)C)C.[F:9][C:10]1[C:11]([C:16]#[N:17])=[N:12][CH:13]=[CH:14][CH:15]=1.[I:18]I. The catalyst is C1COCC1. The product is [F:9][C:10]1[C:11]([C:16]#[N:17])=[N:12][CH:13]=[CH:14][C:15]=1[I:18]. The yield is 0.730. (3) The reactants are Cl[C:2]1[CH:7]=[C:6]([NH:8][C:9]2[CH:19]=[CH:18][CH:17]=[CH:16][C:10]=2[C:11]([NH:13][CH2:14][CH3:15])=[O:12])[C:5]([Cl:20])=[CH:4][N:3]=1.[CH2:21]([N:23]1[C:27]([NH2:28])=[CH:26][C:25]([CH3:29])=[N:24]1)[CH3:22].C(=O)([O-])[O-].[Cs+].[Cs+].C1(P(C2C=CC=CC=2)C2C=CC3C(=CC=CC=3)C=2C2C3C(=CC=CC=3)C=CC=2P(C2C=CC=CC=2)C2C=CC=CC=2)C=CC=CC=1. The catalyst is C([O-])(=O)C.[Pd+2].C([O-])(=O)C.O1CCOCC1.C1COCC1. The product is [Cl:20][C:5]1[C:6]([NH:8][C:9]2[CH:19]=[CH:18][CH:17]=[CH:16][C:10]=2[C:11]([NH:13][CH2:14][CH3:15])=[O:12])=[CH:7][C:2]([NH:28][C:27]2[N:23]([CH2:21][CH3:22])[N:24]=[C:25]([CH3:29])[CH:26]=2)=[N:3][CH:4]=1. The yield is 0.300.